This data is from Catalyst prediction with 721,799 reactions and 888 catalyst types from USPTO. The task is: Predict which catalyst facilitates the given reaction. Reactant: Br[C:2]1[CH:7]=[CH:6][C:5]([O:8][CH3:9])=[CH:4][CH:3]=1.C([Li])CCC.[O:15]=[C:16]1[CH2:22][CH2:21][CH2:20][CH2:19][N:18]([C:23]([O:25][C:26]([CH3:29])([CH3:28])[CH3:27])=[O:24])[CH2:17]1. Product: [OH:15][C:16]1([C:2]2[CH:7]=[CH:6][C:5]([O:8][CH3:9])=[CH:4][CH:3]=2)[CH2:22][CH2:21][CH2:20][CH2:19][N:18]([C:23]([O:25][C:26]([CH3:29])([CH3:28])[CH3:27])=[O:24])[CH2:17]1. The catalyst class is: 1.